Dataset: Full USPTO retrosynthesis dataset with 1.9M reactions from patents (1976-2016). Task: Predict the reactants needed to synthesize the given product. Given the product [O:14]1[C:18]2([CH2:23][CH2:22][CH:21]([CH2:24][C:25]([O:27][CH2:28][C:29]3[CH:30]=[CH:31][CH:32]=[CH:33][CH:34]=3)=[O:26])[CH2:20][CH2:19]2)[O:17][CH2:16][CH2:15]1, predict the reactants needed to synthesize it. The reactants are: C1(SC2C=CC=CC=2)C=CC=CC=1.[O:14]1[C:18]2([CH2:23][CH2:22][C:21](=[CH:24][C:25]([O:27][CH2:28][C:29]3[CH:34]=[CH:33][CH:32]=[CH:31][CH:30]=3)=[O:26])[CH2:20][CH2:19]2)[O:17][CH2:16][CH2:15]1.[H][H].